From a dataset of Full USPTO retrosynthesis dataset with 1.9M reactions from patents (1976-2016). Predict the reactants needed to synthesize the given product. (1) The reactants are: [NH:1]1[C:11]2[C:6](=[CH:7][CH:8]=[CH:9][CH:10]=2)[C:4](=O)[C:2]1=[O:3].[S:12]1[C:16]([C:17]([NH:19][NH2:20])=[O:18])=[CH:15][C:14]2[CH:21]=[CH:22][CH:23]=[CH:24][C:13]1=2. Given the product [CH2:2]([N:1]1[C:11]2[C:6](=[CH:7][CH:8]=[CH:9][CH:10]=2)/[C:4](=[N:20]/[NH:19][C:17]([C:16]2[S:12][C:13]3[CH:24]=[CH:23][CH:22]=[CH:21][C:14]=3[CH:15]=2)=[O:18])/[C:2]1=[O:3])[CH2:4][CH2:6][CH2:7][CH2:8][CH3:9], predict the reactants needed to synthesize it. (2) Given the product [CH3:1][O:2][C:3](=[O:23])[CH2:4][CH2:5][C:6]1[CH:11]=[C:10]([OH:12])[CH:9]=[CH:8][C:7]=1[CH:20]1[CH2:21][CH2:22]1, predict the reactants needed to synthesize it. The reactants are: [CH3:1][O:2][C:3](=[O:23])[CH2:4][CH2:5][C:6]1[CH:11]=[C:10]([O:12][Si](C(C)(C)C)(C)C)[CH:9]=[CH:8][C:7]=1[CH:20]1[CH2:22][CH2:21]1.[F-].C([N+](CCCC)(CCCC)CCCC)CCC. (3) Given the product [CH3:17][C:3]1[CH:4]=[CH:5][C:6]([N:8]2[C@@H:15]3[C@@H:10]([CH2:11][CH2:12][NH:13][CH2:14]3)[CH2:9]2)=[N:7][CH:2]=1, predict the reactants needed to synthesize it. The reactants are: C[C:2]1[N:7]=[C:6]([N:8]2[C@@H:15]3[C@@H:10]([CH2:11][CH2:12][NH:13][CH2:14]3)[CH2:9]2)[CH:5]=[CH:4][CH:3]=1.Cl[C:17]1C=CC=C(C)N=1. (4) Given the product [CH2:14]([O:21][C:22]1[CH:23]=[C:24]([C:39]2[N:10]=[C:9]([C:8]3[C:3]([C:2]([F:1])([F:12])[F:13])=[N:4][CH:5]=[CH:6][CH:7]=3)[S:11][CH:40]=2)[CH:25]=[C:26]([N+:36]([O-:38])=[O:37])[C:27]=1[O:28][CH2:29][C:30]1[CH:31]=[CH:32][CH:33]=[CH:34][CH:35]=1)[C:15]1[CH:16]=[CH:17][CH:18]=[CH:19][CH:20]=1, predict the reactants needed to synthesize it. The reactants are: [F:1][C:2]([F:13])([F:12])[C:3]1[C:8]([C:9](=[S:11])[NH2:10])=[CH:7][CH:6]=[CH:5][N:4]=1.[CH2:14]([O:21][C:22]1[CH:23]=[C:24]([C:39](=O)[CH2:40]Br)[CH:25]=[C:26]([N+:36]([O-:38])=[O:37])[C:27]=1[O:28][CH2:29][C:30]1[CH:35]=[CH:34][CH:33]=[CH:32][CH:31]=1)[C:15]1[CH:20]=[CH:19][CH:18]=[CH:17][CH:16]=1. (5) Given the product [Cl:26][CH:10]([C:5]1[CH:6]=[CH:7][CH:8]=[CH:9][C:4]=1[N+:1]([O-:3])=[O:2])[CH3:11], predict the reactants needed to synthesize it. The reactants are: [N+:1]([C:4]1[CH:9]=[CH:8][CH:7]=[CH:6][C:5]=1[CH:10](O)[CH3:11])([O-:3])=[O:2].C(N(C(C)C)CC)(C)C.CS([Cl:26])(=O)=O. (6) The reactants are: [CH:1]1([C:4]2[N:5]=[CH:6][C:7]([C:15]([OH:17])=O)=[N:8][C:9]=2[O:10][CH2:11][CH:12]2[CH2:14][CH2:13]2)[CH2:3][CH2:2]1.[NH2:18][CH:19]([C:22]([CH3:25])([CH3:24])[CH3:23])[CH2:20][OH:21]. Given the product [OH:21][CH2:20][CH:19]([NH:18][C:15]([C:7]1[CH:6]=[N:5][C:4]([CH:1]2[CH2:2][CH2:3]2)=[C:9]([O:10][CH2:11][CH:12]2[CH2:13][CH2:14]2)[N:8]=1)=[O:17])[C:22]([CH3:25])([CH3:24])[CH3:23], predict the reactants needed to synthesize it. (7) Given the product [C:1]([O:5][C:6]([N:8]1[CH2:13][CH2:12][N:11]([C:14]2[C:19]([C:34]3[CH:35]=[CH:36][C:31]([S:28]([CH3:27])(=[O:30])=[O:29])=[CH:32][CH:33]=3)=[N:18][CH:17]=[CH:16][N:15]=2)[CH2:10][CH2:9]1)=[O:7])([CH3:4])([CH3:3])[CH3:2], predict the reactants needed to synthesize it. The reactants are: [C:1]([O:5][C:6]([N:8]1[CH2:13][CH2:12][N:11]([C:14]2[C:19](Cl)=[N:18][CH:17]=[CH:16][N:15]=2)[CH2:10][CH2:9]1)=[O:7])([CH3:4])([CH3:3])[CH3:2].C(=O)([O-])[O-].[K+].[K+].[CH3:27][S:28]([C:31]1[CH:36]=[CH:35][C:34](B(O)O)=[CH:33][CH:32]=1)(=[O:30])=[O:29].O. (8) Given the product [CH:1]1([C:5]2[CH:6]=[CH:7][C:8]([C:13]3[CH:22]=[N:21][C:20]4[NH:19][CH2:18][CH2:17][O:16][C:15]=4[CH:14]=3)=[C:9]([F:12])[C:10]=2[O:11][CH2:24][C:25]2[CH:26]=[CH:27][C:28]([C:31]([F:32])([F:33])[F:34])=[CH:29][CH:30]=2)[CH2:2][CH2:3][CH2:4]1, predict the reactants needed to synthesize it. The reactants are: [CH:1]1([C:5]2[C:10]([OH:11])=[C:9]([F:12])[C:8]([C:13]3[CH:22]=[N:21][C:20]4[NH:19][CH2:18][CH2:17][O:16][C:15]=4[CH:14]=3)=[CH:7][CH:6]=2)[CH2:4][CH2:3][CH2:2]1.Br[CH2:24][C:25]1[CH:30]=[CH:29][C:28]([C:31]([F:34])([F:33])[F:32])=[CH:27][CH:26]=1. (9) Given the product [Br:30][C:7]1[N:6]([C@@H:9]2[O:26][CH2:25][C@@H:20]([O:21][C:22](=[O:24])[CH3:23])[C@@H:15]([O:16][C:17](=[O:19])[CH3:18])[C@H:10]2[O:11][C:12](=[O:14])[CH3:13])[C:5]2[CH:27]=[C:28]([F:29])[C:2]([F:1])=[CH:3][C:4]=2[N:8]=1, predict the reactants needed to synthesize it. The reactants are: [F:1][C:2]1[C:28]([F:29])=[CH:27][C:5]2[N:6]([C@@H:9]3[O:26][CH2:25][C@@H:20]([O:21][C:22](=[O:24])[CH3:23])[C@@H:15]([O:16][C:17](=[O:19])[CH3:18])[C@H:10]3[O:11][C:12](=[O:14])[CH3:13])[CH:7]=[N:8][C:4]=2[CH:3]=1.[Br:30]N1C(=O)CCC1=O. (10) Given the product [CH3:1][O:2][C:3]1[C:4](=[O:37])[C:5]([CH3:36])=[C:6]([CH2:12][C:13]2[CH:14]=[CH:15][C:16]([OH:32])=[C:17]([CH:31]=2)[C:18]([NH:20][C:21]2[CH:26]=[C:25]([O:27][CH3:28])[CH:24]=[CH:23][C:22]=2[O:29][CH3:30])=[O:19])[C:7](=[O:11])[C:8]=1[O:9][CH3:10], predict the reactants needed to synthesize it. The reactants are: [CH3:1][O:2][C:3]1[C:4](=[O:37])[C:5]([CH3:36])=[C:6]([CH2:12][C:13]2[CH:14]=[CH:15][C:16]([O:32]C(=O)C)=[C:17]([CH:31]=2)[C:18]([NH:20][C:21]2[CH:26]=[C:25]([O:27][CH3:28])[CH:24]=[CH:23][C:22]=2[O:29][CH3:30])=[O:19])[C:7](=[O:11])[C:8]=1[O:9][CH3:10].C(=O)([O-])O.[Na+].